Task: Predict the reactants needed to synthesize the given product.. Dataset: Full USPTO retrosynthesis dataset with 1.9M reactions from patents (1976-2016) (1) Given the product [CH3:17][C:13](=[CH2:12])[CH2:14][CH2:15][O:1][C:2]1[CH:3]=[C:4]([NH:8][C:9](=[O:11])[CH3:10])[CH:5]=[CH:6][CH:7]=1, predict the reactants needed to synthesize it. The reactants are: [OH:1][C:2]1[CH:3]=[C:4]([NH:8][C:9](=[O:11])[CH3:10])[CH:5]=[CH:6][CH:7]=1.[CH3:12][C:13](=[CH2:17])[CH2:14][CH2:15]O.CCOC(/N=N/C(OCC)=O)=O.C1C=CC(P(C2C=CC=CC=2)C2C=CC=CC=2)=CC=1. (2) Given the product [ClH:1].[Cl:1][C:2]1[CH:3]=[C:4]2[C:8](=[C:9]([C:11]([O:13][CH2:14][CH3:15])=[O:12])[CH:10]=1)[NH:7][CH2:6][CH2:5]2, predict the reactants needed to synthesize it. The reactants are: [Cl:1][C:2]1[CH:3]=[C:4]2[C:8](=[C:9]([C:11]([O:13][CH2:14][CH3:15])=[O:12])[CH:10]=1)[NH:7][CH:6]=[CH:5]2.C([BH3-])#N.[Na+].